From a dataset of TCR-epitope binding with 47,182 pairs between 192 epitopes and 23,139 TCRs. Binary Classification. Given a T-cell receptor sequence (or CDR3 region) and an epitope sequence, predict whether binding occurs between them. (1) The epitope is HTDFSSEIIGY. The TCR CDR3 sequence is CASSDSYNEQFF. Result: 0 (the TCR does not bind to the epitope). (2) The TCR CDR3 sequence is CASSFVDISSGRAMEETQYF. The epitope is NYSGVVTTVMF. Result: 1 (the TCR binds to the epitope). (3) The epitope is NLVPMVATV. The TCR CDR3 sequence is CSARDVDSQETQYF. Result: 1 (the TCR binds to the epitope). (4) The epitope is SLYNTVATL. The TCR CDR3 sequence is CASSEYRGKNTEAFF. Result: 1 (the TCR binds to the epitope). (5) The epitope is GMFNMLSTVLGVS. The TCR CDR3 sequence is CASSLWGDFGNTIYF. Result: 0 (the TCR does not bind to the epitope). (6) The epitope is FPPTSFGPL. The TCR CDR3 sequence is CASSQERRTGTEQFF. Result: 1 (the TCR binds to the epitope). (7) The epitope is MPASWVMRI. The TCR CDR3 sequence is CATLDGITDTQYF. Result: 0 (the TCR does not bind to the epitope).